From a dataset of Merck oncology drug combination screen with 23,052 pairs across 39 cell lines. Regression. Given two drug SMILES strings and cell line genomic features, predict the synergy score measuring deviation from expected non-interaction effect. Drug 1: Cn1nnc2c(C(N)=O)ncn2c1=O. Drug 2: CCC1(O)C(=O)OCc2c1cc1n(c2=O)Cc2cc3c(CN(C)C)c(O)ccc3nc2-1. Cell line: NCIH520. Synergy scores: synergy=5.66.